From a dataset of Full USPTO retrosynthesis dataset with 1.9M reactions from patents (1976-2016). Predict the reactants needed to synthesize the given product. (1) Given the product [CH3:12][N:13]1[CH:17]=[C:16]([C:2]2[CH:8]=[CH:7][C:5]([NH2:6])=[C:4]([N+:9]([O-:11])=[O:10])[CH:3]=2)[CH:15]=[N:14]1, predict the reactants needed to synthesize it. The reactants are: Br[C:2]1[CH:8]=[CH:7][C:5]([NH2:6])=[C:4]([N+:9]([O-:11])=[O:10])[CH:3]=1.[CH3:12][N:13]1[CH:17]=[C:16](B2OC(C)(C)C(C)(C)O2)[CH:15]=[N:14]1.C([O-])([O-])=O.[Na+].[Na+].O. (2) Given the product [C:6]([C:8]1[CH:9]=[CH:10][C:11]([CH2:12][CH:13](/[CH:26]=[CH:27]/[C:28]2[CH:33]=[CH:32][CH:31]=[CH:30][C:29]=2[O:34][CH2:35][CH2:36][CH2:37][CH2:38][N:39]2[CH2:43][CH2:42][CH2:41][C:40]2=[O:44])[CH2:14][CH2:15][C:16]2[CH:25]=[CH:24][C:19]([C:20]([OH:22])=[O:21])=[CH:18][CH:17]=2)=[CH:45][CH:46]=1)([OH:7])=[O:5], predict the reactants needed to synthesize it. The reactants are: O.[OH-].[Li+].C[O:5][C:6]([C:8]1[CH:46]=[CH:45][C:11]([CH2:12][CH:13](/[CH:26]=[CH:27]/[C:28]2[CH:33]=[CH:32][CH:31]=[CH:30][C:29]=2[O:34][CH2:35][CH2:36][CH2:37][CH2:38][N:39]2[CH2:43][CH2:42][CH2:41][C:40]2=[O:44])[CH2:14][CH2:15][C:16]2[CH:25]=[CH:24][C:19]([C:20]([O:22]C)=[O:21])=[CH:18][CH:17]=2)=[CH:10][CH:9]=1)=[O:7].Cl. (3) Given the product [F:29][C:26]([F:27])([F:28])[C:24]1[N:25]=[C:21]([C:18]2[CH:19]=[CH:20][C:15]([C:12]3[CH:11]=[CH:10][C:9]([OH:8])=[CH:14][CH:13]=3)=[N:16][CH:17]=2)[N:22]([CH2:30][O:31][CH2:32][CH2:33][Si:34]([CH3:37])([CH3:35])[CH3:36])[CH:23]=1, predict the reactants needed to synthesize it. The reactants are: C([O:8][C:9]1[CH:14]=[CH:13][C:12]([C:15]2[CH:20]=[CH:19][C:18]([C:21]3[N:22]([CH2:30][O:31][CH2:32][CH2:33][Si:34]([CH3:37])([CH3:36])[CH3:35])[CH:23]=[C:24]([C:26]([F:29])([F:28])[F:27])[N:25]=3)=[CH:17][N:16]=2)=[CH:11][CH:10]=1)C1C=CC=CC=1.[H][H]. (4) The reactants are: [Cl-].[NH3+:2][CH2:3][C:4]1[CH:5]=[C:6]([CH2:10][CH:11]([O:17][CH:18]([CH3:20])[CH3:19])[C:12]([O:14]CC)=[O:13])[CH:7]=[CH:8][CH:9]=1.[C:21](=[O:23])=[O:22].C(=O)([O-])[O-].[Cs+].[Cs+].[F:30][C:31]([F:41])([F:40])[C:32]1[CH:33]=[C:34]([CH:37]=[CH:38][CH:39]=1)[CH2:35]Br. Given the product [CH:18]([O:17][CH:11]([CH2:10][C:6]1[CH:7]=[CH:8][CH:9]=[C:4]([CH2:3][NH:2][C:21]([O:23][CH2:35][C:34]2[CH:37]=[CH:38][CH:39]=[C:32]([C:31]([F:30])([F:40])[F:41])[CH:33]=2)=[O:22])[CH:5]=1)[C:12]([OH:14])=[O:13])([CH3:19])[CH3:20], predict the reactants needed to synthesize it.